From a dataset of NCI-60 drug combinations with 297,098 pairs across 59 cell lines. Regression. Given two drug SMILES strings and cell line genomic features, predict the synergy score measuring deviation from expected non-interaction effect. Drug 1: C1=CC(=CC=C1CCC2=CNC3=C2C(=O)NC(=N3)N)C(=O)NC(CCC(=O)O)C(=O)O. Drug 2: C1C(C(OC1N2C=NC(=NC2=O)N)CO)O. Cell line: OVCAR-8. Synergy scores: CSS=31.0, Synergy_ZIP=-7.97, Synergy_Bliss=-6.81, Synergy_Loewe=-0.367, Synergy_HSA=0.765.